From a dataset of Forward reaction prediction with 1.9M reactions from USPTO patents (1976-2016). Predict the product of the given reaction. (1) Given the reactants [NH2:1][NH2:2].[Cl:3][C:4]1[CH:5]=[CH:6][C:7]([NH:13][C:14]2[C:22]3[C:17](=[CH:18][N:19]=[CH:20][CH:21]=3)[O:16][C:15]=2[C:23]([O:25]CC)=O)=[C:8]2[C:12]=1[NH:11][N:10]=[CH:9]2, predict the reaction product. The product is: [Cl:3][C:4]1[CH:5]=[CH:6][C:7]([NH:13][C:14]2[C:22]3[C:17](=[CH:18][N:19]=[CH:20][CH:21]=3)[O:16][C:15]=2[C:23]([NH:1][NH2:2])=[O:25])=[C:8]2[C:12]=1[NH:11][N:10]=[CH:9]2. (2) Given the reactants [C:1]1([S:7]([N:10]2[CH:14]=[C:13]([CH:15]=[CH:16][CH2:17][CH2:18][CH2:19][CH2:20][CH2:21][CH3:22])[C:12]([C:23]3[CH:24]=[N:25][CH:26]=[CH:27][CH:28]=3)=[N:11]2)(=[O:9])=[O:8])[CH:6]=[CH:5][CH:4]=[CH:3][CH:2]=1.[OH-].[K+].NN.O, predict the reaction product. The product is: [CH:15]([C:13]1[C:12]([C:23]2[CH:24]=[N:25][CH:26]=[CH:27][CH:28]=2)=[N:11][NH:10][CH:14]=1)=[CH:16][CH2:17][CH2:18][CH2:19][CH2:20][CH2:21][CH3:22].[C:1]1([S:7]([N:10]2[CH:14]=[C:13]([CH:15]=[CH:16][CH2:17][CH2:18][CH2:19][CH2:20][CH2:21][CH3:22])[C:12]([C:23]3[CH:24]=[N:25][CH:26]=[CH:27][CH:28]=3)=[N:11]2)(=[O:8])=[O:9])[CH:6]=[CH:5][CH:4]=[CH:3][CH:2]=1. (3) Given the reactants [C:1]([C:3]1[CH:4]=[C:5]([CH:9]=[C:10]([C:12]([F:15])([F:14])[F:13])[CH:11]=1)[C:6](O)=[O:7])#[N:2].Cl.[CH3:17][NH:18][O:19][CH3:20].C(N(CC)C(C)C)(C)C.P(C#N)(OCC)(OCC)=O, predict the reaction product. The product is: [C:1]([C:3]1[CH:4]=[C:5]([CH:9]=[C:10]([C:12]([F:15])([F:14])[F:13])[CH:11]=1)[C:6]([N:18]([O:19][CH3:20])[CH3:17])=[O:7])#[N:2]. (4) Given the reactants [OH:1][C:2]1[C:3]([CH2:14][CH2:15][CH3:16])=[C:4]([CH2:10][C:11]([OH:13])=[O:12])[CH:5]=[C:6]([O:8][CH3:9])[CH:7]=1.S(=O)(=O)(O)O.[CH3:22]O, predict the reaction product. The product is: [OH:1][C:2]1[C:3]([CH2:14][CH2:15][CH3:16])=[C:4]([CH2:10][C:11]([O:13][CH3:22])=[O:12])[CH:5]=[C:6]([O:8][CH3:9])[CH:7]=1. (5) The product is: [C:1]1([CH2:7][C:11]([O:10][CH2:8][CH3:9])=[O:15])[CH:6]=[CH:5][CH:4]=[CH:3][CH:2]=1. Given the reactants [C:1]1([CH3:7])[CH:6]=[CH:5][CH:4]=[CH:3][CH:2]=1.[CH2:8]([OH:10])[CH3:9].[C:11]([O:15]OC(C)(C)C)(C)(C)C.[C]=O, predict the reaction product. (6) Given the reactants Br[C:2]1[C:7]([NH2:8])=[CH:6][CH:5]=[C:4]([CH3:9])[N:3]=1.[CH2:10]([N:14]1[N:18]=[C:17]2[CH:19]=[CH:20][CH:21]=[CH:22][C:16]2=[N:15]1)[CH2:11][C:12]#[CH:13], predict the reaction product. The product is: [N:15]1[N:14]([CH2:10][CH2:11][C:12]#[C:13][C:2]2[C:7]([NH2:8])=[CH:6][CH:5]=[C:4]([CH3:9])[N:3]=2)[N:18]=[C:17]2[CH:19]=[CH:20][CH:21]=[CH:22][C:16]=12.